This data is from Peptide-MHC class I binding affinity with 185,985 pairs from IEDB/IMGT. The task is: Regression. Given a peptide amino acid sequence and an MHC pseudo amino acid sequence, predict their binding affinity value. This is MHC class I binding data. (1) The peptide sequence is LYSFALMLI. The MHC is HLA-B07:02 with pseudo-sequence HLA-B07:02. The binding affinity (normalized) is 0.213. (2) The peptide sequence is YALPSAGAF. The MHC is HLA-C14:02 with pseudo-sequence HLA-C14:02. The binding affinity (normalized) is 0.646.